From a dataset of Forward reaction prediction with 1.9M reactions from USPTO patents (1976-2016). Predict the product of the given reaction. (1) Given the reactants C(=O)([O-])[O-].[K+].[K+].[C:7]([B-](F)(F)F)([CH3:9])=[CH2:8].[K+].Br[C:16]1[C:17]([O:25][CH3:26])=[N:18][CH:19]=[C:20]([N+:22]([O-])=O)[CH:21]=1.[H][H], predict the reaction product. The product is: [CH:7]([C:16]1[CH:21]=[C:20]([NH2:22])[CH:19]=[N:18][C:17]=1[O:25][CH3:26])([CH3:9])[CH3:8]. (2) Given the reactants CCC(C)[BH-](C(C)CC)C(C)CC.[K+].[C:15]([C@@H:17]1[CH2:23][C@:22]2([C:28]3[CH:33]=[CH:32][CH:31]=[CH:30][CH:29]=3)[N:24]([CH2:25][CH:26]=[CH2:27])[C@H:18]1[CH:19]=[CH:20][C:21]2=[O:34])#[N:16], predict the reaction product. The product is: [C:15]([C@@H:17]1[CH2:23][C@:22]2([C:28]3[CH:33]=[CH:32][CH:31]=[CH:30][CH:29]=3)[N:24]([CH2:25][CH:26]=[CH2:27])[C@H:18]1[CH2:19][CH2:20][C@H:21]2[OH:34])#[N:16]. (3) Given the reactants [NH2:1][C:2]1[C:7]([CH3:8])=[CH:6][C:5]([CH3:9])=[CH:4][C:3]=1[C:10](=[O:12])[CH3:11], predict the reaction product. The product is: [C:11]1([C:10]([C:3]2[CH:4]=[C:5]([CH3:9])[CH:6]=[C:7]([CH3:8])[C:2]=2[NH2:1])=[O:12])[CH:6]=[CH:7][CH:2]=[CH:3][CH:4]=1. (4) Given the reactants [Br:1][C:2]1[S:6][C:5]([C:7]([NH2:9])=[O:8])=[C:4]([NH:10]C(OC(C)(C)C)=O)[CH:3]=1.FC(F)(F)C(O)=O.C(=O)([O-])O.[Na+], predict the reaction product. The product is: [NH2:10][C:4]1[CH:3]=[C:2]([Br:1])[S:6][C:5]=1[C:7]([NH2:9])=[O:8]. (5) The product is: [CH3:40][N:39]([CH3:41])[C:38]([C:36]1[N:35]([CH:43]2[CH2:47][CH2:46][CH2:45][CH2:44]2)[C:33]2[N:34]=[C:29]([NH:28][C:25]3[CH:26]=[CH:27][C:22]([C:20]([N:18]4[CH2:17][CH:16]5[NH:11][CH:12]([CH2:13][O:14][CH2:15]5)[CH2:19]4)=[O:21])=[CH:23][N:24]=3)[N:30]=[CH:31][C:32]=2[CH:37]=1)=[O:42]. Given the reactants C(OC([N:11]1[CH:16]2[CH2:17][N:18]([C:20]([C:22]3[CH:23]=[N:24][C:25]([NH:28][C:29]4[N:30]=[CH:31][C:32]5[CH:37]=[C:36]([C:38](=[O:42])[N:39]([CH3:41])[CH3:40])[N:35]([CH:43]6[CH2:47][CH2:46][CH2:45][CH2:44]6)[C:33]=5[N:34]=4)=[CH:26][CH:27]=3)=[O:21])[CH2:19][CH:12]1[CH2:13][O:14][CH2:15]2)=O)C1C=CC=CC=1.C(CC(OC)=O)C.C1COCC1.[H][H], predict the reaction product.